From a dataset of HIV replication inhibition screening data with 41,000+ compounds from the AIDS Antiviral Screen. Binary Classification. Given a drug SMILES string, predict its activity (active/inactive) in a high-throughput screening assay against a specified biological target. (1) The compound is Oc1cc(O)c2c(c1)OC(c1ccc(O)c(O)c1)C(O)C2. The result is 0 (inactive). (2) The compound is CCSc1nc2n(c(=S)n1)CCN2C.I. The result is 0 (inactive). (3) The compound is CCN(CC)CC(C(=O)Nc1c(C)cccc1C)C(C)=NNC(=S)NN. The result is 0 (inactive). (4) The molecule is COc1ccc(N2C(=O)C3c4[nH]c5ccccc5c4C4CC(C)(C)CC(C)(C)C4C3C2=O)cc1. The result is 0 (inactive). (5) The drug is C=CCn1c(=S)sc2c(O)ncnc21. The result is 0 (inactive). (6) The molecule is Br.Cc1nc(Nc2ccc(Cl)cc2Cl)sc1C(=O)Nc1ccccc1. The result is 0 (inactive). (7) The molecule is N#Cc1ccc(SSc2ccc(C#N)cc2)cc1. The result is 0 (inactive). (8) The compound is O=c1oc2c(O)c(O)cc3c(=O)oc4c(O)c(O)cc1c4c23. The result is 0 (inactive).